From a dataset of Catalyst prediction with 721,799 reactions and 888 catalyst types from USPTO. Predict which catalyst facilitates the given reaction. Reactant: [F:1][C:2]1[CH:7]=[CH:6][CH:5]=[C:4]([F:8])[C:3]=1[C:9]1[N:14]=[C:13]([C:15]([NH:17][C:18]2[CH:19]=[N:20][CH:21]=[CH:22][C:23]=2[C@H:24]2[CH2:29][C@@H:28]([NH:30]C(=O)OC(C)(C)C)[C@H:27]([OH:38])[C@@H:26]([CH3:39])[CH2:25]2)=[O:16])[CH:12]=[CH:11][C:10]=1[F:40].[CH3:41][S:42](Cl)(=[O:44])=[O:43]. Product: [CH3:41][S:42]([O:38][C@@H:27]1[C@@H:26]([CH3:39])[CH2:25][C@@H:24]([C:23]2[CH:22]=[CH:21][N:20]=[CH:19][C:18]=2[NH:17][C:15](=[O:16])[C:13]2[CH:12]=[CH:11][C:10]([F:40])=[C:9]([C:3]3[C:2]([F:1])=[CH:7][CH:6]=[CH:5][C:4]=3[F:8])[N:14]=2)[CH2:29][C@H:28]1[NH2:30])(=[O:44])=[O:43]. The catalyst class is: 2.